Dataset: Forward reaction prediction with 1.9M reactions from USPTO patents (1976-2016). Task: Predict the product of the given reaction. (1) Given the reactants [C:1]([O:5][C:6]([NH:8][C@H:9]([CH2:18]I)[CH2:10][C:11]([O:13][C:14]([CH3:17])([CH3:16])[CH3:15])=[O:12])=[O:7])([CH3:4])([CH3:3])[CH3:2].Br[C:21]1[CH:22]=[C:23]([CH2:30][OH:31])[CH:24]=[CH:25][C:26]=1[N+:27]([O-:29])=[O:28].C1(C)C=CC=CC=1P(C1C=CC=CC=1C)C1C=CC=CC=1C, predict the reaction product. The product is: [C:1]([O:5][C:6]([NH:8][C@H:9]([CH2:18][C:21]1[CH:22]=[C:23]([CH2:30][OH:31])[CH:24]=[CH:25][C:26]=1[N+:27]([O-:29])=[O:28])[CH2:10][C:11]([O:13][C:14]([CH3:17])([CH3:16])[CH3:15])=[O:12])=[O:7])([CH3:4])([CH3:3])[CH3:2]. (2) Given the reactants [N+:1]([C:4]1[C:12]2[O:11][CH:10]([CH2:13][OH:14])[CH2:9][C:8]=2[CH:7]=[CH:6][CH:5]=1)([O-:3])=[O:2].C(N(C(C)C)CC)(C)C.[C:24]1([CH3:34])[CH:29]=[CH:28][C:27]([S:30](Cl)(=[O:32])=[O:31])=[CH:26][CH:25]=1, predict the reaction product. The product is: [CH3:34][C:24]1[CH:29]=[CH:28][C:27]([S:30]([O:14][CH2:13][CH:10]2[CH2:9][C:8]3[CH:7]=[CH:6][CH:5]=[C:4]([N+:1]([O-:3])=[O:2])[C:12]=3[O:11]2)(=[O:32])=[O:31])=[CH:26][CH:25]=1.